Dataset: Full USPTO retrosynthesis dataset with 1.9M reactions from patents (1976-2016). Task: Predict the reactants needed to synthesize the given product. (1) Given the product [Cl:1][C:2]1[CH:8]=[CH:7][C:5]([NH:6][CH2:15][CH2:14][S:11]([CH3:10])(=[O:13])=[O:12])=[C:4]([F:9])[CH:3]=1, predict the reactants needed to synthesize it. The reactants are: [Cl:1][C:2]1[CH:8]=[CH:7][C:5]([NH2:6])=[C:4]([F:9])[CH:3]=1.[CH3:10][S:11]([CH:14]=[CH2:15])(=[O:13])=[O:12].C(=O)([O-])[O-].[Cs+].[Cs+]. (2) Given the product [CH2:1]([O:3][C:4]([C:5]1[CH:6]=[C:7]([C:9]2[O:10][CH:11]=[CH:12][CH:13]=2)[O:8][N:17]=1)=[O:15])[CH3:2], predict the reactants needed to synthesize it. The reactants are: [CH2:1]([O:3][C:4](=[O:15])[C:5](=O)[CH2:6][C:7]([C:9]1[O:10][CH:11]=[CH:12][CH:13]=1)=[O:8])[CH3:2].Cl.[NH2:17]O. (3) Given the product [CH3:21][O:22][C:23]1[CH:30]=[CH:29][C:26]([CH2:27][NH:28][S:17]([C:15]2[CH:14]=[CH:13][C:11]3[N:12]=[C:8]([C:3]4[C:4]([CH3:7])=[N:5][NH:6][C:2]=4[NH2:1])[S:9][C:10]=3[CH:16]=2)(=[O:19])=[O:18])=[CH:25][CH:24]=1, predict the reactants needed to synthesize it. The reactants are: [NH2:1][C:2]1[NH:6][N:5]=[C:4]([CH3:7])[C:3]=1[C:8]1[S:9][C:10]2[CH:16]=[C:15]([S:17](Cl)(=[O:19])=[O:18])[CH:14]=[CH:13][C:11]=2[N:12]=1.[CH3:21][O:22][C:23]1[CH:30]=[CH:29][C:26]([CH2:27][NH2:28])=[CH:25][CH:24]=1.CN1CCOCC1. (4) Given the product [NH2:1][C:2]1[N:7]=[CH:6][N:5]=[C:4]2[N:8]([CH:16]([C:18]3[C:27]([C:28]4[CH:29]=[N:30][CH:31]=[C:32]([F:34])[CH:33]=4)=[CH:26][C:25]4[C:20](=[CH:21][CH:22]=[C:23]([F:35])[CH:24]=4)[N:19]=3)[CH3:17])[N:9]=[C:10]([C:11]#[N:12])[C:3]=12, predict the reactants needed to synthesize it. The reactants are: [NH2:1][C:2]1[N:7]=[CH:6][N:5]=[C:4]2[NH:8][N:9]=[C:10]([C:11]#[N:12])[C:3]=12.[H-].[Na+].Cl[CH:16]([C:18]1[C:27]([C:28]2[CH:29]=[N:30][CH:31]=[C:32]([F:34])[CH:33]=2)=[CH:26][C:25]2[C:20](=[CH:21][CH:22]=[C:23]([F:35])[CH:24]=2)[N:19]=1)[CH3:17]. (5) Given the product [C:31]([O:30][C:29]([N:28]([C:25]1[CH:24]=[CH:23][C:22]([O:21][CH3:20])=[CH:27][CH:26]=1)[CH2:2][CH2:3][CH2:4][N:5]1[CH:14]=[CH:13][C:12]2[C:7](=[CH:8][C:9]([C:15]([O:17][CH3:18])=[O:16])=[CH:10][CH:11]=2)[C:6]1=[O:19])=[O:35])([CH3:34])([CH3:33])[CH3:32], predict the reactants needed to synthesize it. The reactants are: Br[CH2:2][CH2:3][CH2:4][N:5]1[CH:14]=[CH:13][C:12]2[C:7](=[CH:8][C:9]([C:15]([O:17][CH3:18])=[O:16])=[CH:10][CH:11]=2)[C:6]1=[O:19].[CH3:20][O:21][C:22]1[CH:27]=[CH:26][C:25]([NH:28][C:29](=[O:35])[O:30][C:31]([CH3:34])([CH3:33])[CH3:32])=[CH:24][CH:23]=1.C(=O)([O-])[O-].[Cs+].[Cs+]. (6) Given the product [Cl:26][C:10]1[C:9]2[C:5]([CH2:4][C:3]([OH:27])=[O:2])=[CH:6][S:7][C:8]=2[CH:13]=[C:12]([O:14][CH2:15][C:16]2[N:20]([CH3:21])[N:19]=[C:18]([C:22]([F:24])([F:23])[F:25])[CH:17]=2)[CH:11]=1, predict the reactants needed to synthesize it. The reactants are: C[O:2][C:3](=[O:27])[CH2:4][C:5]1[C:9]2[C:10]([Cl:26])=[CH:11][C:12]([O:14][CH2:15][C:16]3[N:20]([CH3:21])[N:19]=[C:18]([C:22]([F:25])([F:24])[F:23])[CH:17]=3)=[CH:13][C:8]=2[S:7][CH:6]=1.[OH-].[Na+].C1COCC1.Cl. (7) The reactants are: [Br:1][C:2]1[CH:3]=[C:4]2[C:10]([C:11]3[NH:12][N:13]=[CH:14][CH:15]=3)=[CH:9][NH:8][C:5]2=[N:6][CH:7]=1.[OH-:16].C([N+]([CH2:30][CH2:31][CH2:32][CH3:33])(CCCC)CCCC)CCC.[OH-:34].[K+].[C:36]1([CH3:46])[CH:41]=[CH:40][C:39]([S:42](Cl)(=[O:44])=[O:43])=[CH:38][CH:37]=1. Given the product [Br:1][C:2]1[CH:3]=[C:4]2[C:10]([C:11]3[N:12]([S:42]([C:39]4[CH:40]=[CH:41][C:36]([CH3:46])=[CH:37][CH:38]=4)(=[O:44])=[O:43])[N:13]=[CH:14][CH:15]=3)=[CH:9][N:8]([S:42]([C:39]3[CH:30]=[CH:31][C:32]([CH3:33])=[CH:37][CH:38]=3)(=[O:34])=[O:16])[C:5]2=[N:6][CH:7]=1, predict the reactants needed to synthesize it. (8) Given the product [C:12]1([C:10](=[CH2:11])[CH2:9][CH:4]([C:5]([OH:7])=[O:6])[C:3]([OH:18])=[O:2])[CH:13]=[CH:14][CH:15]=[CH:16][CH:17]=1, predict the reactants needed to synthesize it. The reactants are: C[O:2][C:3](=[O:18])[CH:4]([CH2:9][C:10]([C:12]1[CH:17]=[CH:16][CH:15]=[CH:14][CH:13]=1)=[CH2:11])[C:5]([O:7]C)=[O:6].[OH-].[K+]. (9) Given the product [Cl:27][C:22]1[CH:23]=[CH:24][CH:25]=[CH:26][C:21]=1[CH:11]([N:12]1[CH2:17][CH2:16][C:15]2[O:18][CH:19]=[CH:20][C:14]=2[CH2:13]1)[CH2:10][CH2:9][CH2:8][CH2:7][CH2:6][C:5]([CH3:29])([CH3:28])[C:4]([OH:30])=[O:3], predict the reactants needed to synthesize it. The reactants are: C([O:3][C:4](=[O:30])[C:5]([CH3:29])([CH3:28])[CH2:6][CH2:7][CH2:8][CH2:9][CH2:10][CH:11]([C:21]1[CH:26]=[CH:25][CH:24]=[CH:23][C:22]=1[Cl:27])[N:12]1[CH2:17][CH2:16][C:15]2[O:18][CH:19]=[CH:20][C:14]=2[CH2:13]1)C.C(O)C.[OH-].[Na+]. (10) Given the product [Br:1][C:2]1[CH:3]=[CH:4][C:5]([S:8]([NH:11][C:14]2[CH:18]=[CH:17][CH:16]=[CH:21][C:13]=2[CH3:12])(=[O:9])=[O:10])=[CH:6][CH:7]=1, predict the reactants needed to synthesize it. The reactants are: [Br:1][C:2]1[CH:7]=[CH:6][C:5]([S:8]([N:11]2[CH2:14][CH2:13][CH2:12]2)(=[O:10])=[O:9])=[CH:4][CH:3]=1.Br[C:16]1[CH:21]=CC(S(Cl)(=O)=O)=[CH:18][CH:17]=1.NC1C(C)=CC=CC=1.